From a dataset of Full USPTO retrosynthesis dataset with 1.9M reactions from patents (1976-2016). Predict the reactants needed to synthesize the given product. (1) Given the product [Cl:1][C:2]1[CH:3]=[CH:4][C:5]([NH:8][C:9](=[O:28])[C:10]2[CH:15]=[C:14]([C:16]([O:18][CH3:19])=[O:17])[CH:13]=[CH:12][C:11]=2[NH:20][CH2:21][CH:22]2[CH2:27][CH2:26][N:25]([C:30]3[CH:35]=[CH:34][N:33]=[C:32]([C:36]([OH:38])=[O:37])[CH:31]=3)[CH2:24][CH2:23]2)=[N:6][CH:7]=1, predict the reactants needed to synthesize it. The reactants are: [Cl:1][C:2]1[CH:3]=[CH:4][C:5]([NH:8][C:9](=[O:28])[C:10]2[CH:15]=[C:14]([C:16]([O:18][CH3:19])=[O:17])[CH:13]=[CH:12][C:11]=2[NH:20][CH2:21][CH:22]2[CH2:27][CH2:26][NH:25][CH2:24][CH2:23]2)=[N:6][CH:7]=1.Cl[C:30]1[CH:35]=[CH:34][N:33]=[C:32]([C:36]([OH:38])=[O:37])[CH:31]=1. (2) Given the product [F:35][C:36]1[CH:41]=[CH:40][CH:39]=[CH:38][C:37]=1[C:23]1[CH:24]=[C:25]([C:28]([F:29])([F:31])[F:30])[CH:26]=[CH:27][C:22]=1[O:21][C:16]1[CH:15]=[C:14]([CH:19]=[C:18]([CH3:20])[CH:17]=1)[O:13][C:10]1[CH:11]=[CH:12][C:7]([CH2:6][CH2:5][C:4]([OH:3])=[O:34])=[C:8]([CH3:33])[CH:9]=1, predict the reactants needed to synthesize it. The reactants are: C([O:3][C:4](=[O:34])[CH2:5][CH2:6][C:7]1[CH:12]=[CH:11][C:10]([O:13][C:14]2[CH:19]=[C:18]([CH3:20])[CH:17]=[C:16]([O:21][C:22]3[CH:27]=[CH:26][C:25]([C:28]([F:31])([F:30])[F:29])=[CH:24][C:23]=3Br)[CH:15]=2)=[CH:9][C:8]=1[CH3:33])C.[F:35][C:36]1[CH:41]=[CH:40][CH:39]=[CH:38][C:37]=1B(O)O. (3) Given the product [N:10]1([C:16]2[CH:17]=[C:18](/[CH:19]=[N:1]/[C:2]3[CH:3]=[CH:4][C:5]([C:8]#[N:9])=[N:6][CH:7]=3)[CH:21]=[CH:22][CH:23]=2)[CH2:15][CH2:14][O:13][CH2:12][CH2:11]1, predict the reactants needed to synthesize it. The reactants are: [NH2:1][C:2]1[CH:3]=[CH:4][C:5]([C:8]#[N:9])=[N:6][CH:7]=1.[N:10]1([C:16]2[CH:17]=[C:18]([CH:21]=[CH:22][CH:23]=2)[CH:19]=O)[CH2:15][CH2:14][O:13][CH2:12][CH2:11]1. (4) Given the product [C:1]([C:3]1[C:4]([N:17]2[CH2:22][CH2:21][CH:20]([C:23]([NH:37][S:34]([C:31]3[CH:30]=[CH:29][C:28]([C:26]#[N:27])=[CH:33][CH:32]=3)(=[O:35])=[O:36])=[O:25])[CH2:19][CH2:18]2)=[N:5][C:6]([CH:14]([F:15])[F:16])=[C:7]([CH:8]=1)[C:9]([O:11][CH2:12][CH3:13])=[O:10])#[N:2], predict the reactants needed to synthesize it. The reactants are: [C:1]([C:3]1[C:4]([N:17]2[CH2:22][CH2:21][CH:20]([C:23]([OH:25])=O)[CH2:19][CH2:18]2)=[N:5][C:6]([CH:14]([F:16])[F:15])=[C:7]([C:9]([O:11][CH2:12][CH3:13])=[O:10])[CH:8]=1)#[N:2].[C:26]([C:28]1[CH:33]=[CH:32][C:31]([S:34]([NH2:37])(=[O:36])=[O:35])=[CH:30][CH:29]=1)#[N:27]. (5) Given the product [Br:7][C:8]1[CH:9]=[C:10]([F:33])[C:11]([CH3:32])=[C:12]([C:14]2[C:15](=[O:16])[NH:17][C:18]3([CH2:23][CH2:22][CH:21]([C:24]([F:27])([F:26])[F:25])[CH2:20][CH2:19]3)[C:28]=2[OH:30])[CH:13]=1, predict the reactants needed to synthesize it. The reactants are: CC(C)([O-])C.[K+].[Br:7][C:8]1[CH:9]=[C:10]([F:33])[C:11]([CH3:32])=[C:12]([CH2:14][C:15]([NH:17][C:18]2([C:28]([O:30]C)=O)[CH2:23][CH2:22][CH:21]([C:24]([F:27])([F:26])[F:25])[CH2:20][CH2:19]2)=[O:16])[CH:13]=1.Cl. (6) The reactants are: C(=O)([O-])[O-].[K+].[K+].[Cl-].[OH:8][NH3+:9].[C:10]([C:12]([NH:15][C:16](=[O:22])[O:17][C:18]([CH3:21])([CH3:20])[CH3:19])([CH3:14])[CH3:13])#[N:11]. Given the product [NH2:11]/[C:10](=[N:9]\[OH:8])/[C:12]([NH:15][C:16](=[O:22])[O:17][C:18]([CH3:21])([CH3:20])[CH3:19])([CH3:14])[CH3:13], predict the reactants needed to synthesize it. (7) Given the product [O:35]1[CH2:36][CH2:37][O:38][CH:34]1[CH2:33][C:2]1[CH:3]=[C:4]2[C:9](=[CH:10][CH:11]=1)[C:8](=[O:12])[O:7][CH:6]=[CH:5]2, predict the reactants needed to synthesize it. The reactants are: Br[C:2]1[CH:3]=[C:4]2[C:9](=[CH:10][CH:11]=1)[C:8](=[O:12])[O:7][CH:6]=[CH:5]2.F[B-](F)(F)F.C([PH+](CCCC)CCCC)CCC.Br[Zn][CH2:33][CH:34]1[O:38][CH2:37][CH2:36][O:35]1.CC1CCCO1.